From a dataset of Forward reaction prediction with 1.9M reactions from USPTO patents (1976-2016). Predict the product of the given reaction. Given the reactants [Cl-].O[NH3+:3].[C:4](=[O:7])([O-])[OH:5].[Na+].CS(C)=O.[N:13]1([CH:19]2[CH2:24][CH2:23][CH:22]([N:25]3[C:30](=[O:31])[C:29]([CH2:32][C:33]4[CH:38]=[CH:37][C:36]([C:39]5[C:40]([C:45]#[N:46])=[CH:41][CH:42]=[CH:43][CH:44]=5)=[CH:35][CH:34]=4)=[C:28]([CH2:47][CH2:48][CH3:49])[N:27]4[N:50]=[CH:51][N:52]=[C:26]34)[CH2:21][CH2:20]2)[CH2:18][CH2:17][O:16][CH2:15][CH2:14]1, predict the reaction product. The product is: [N:13]1([CH:19]2[CH2:24][CH2:23][CH:22]([N:25]3[C:30](=[O:31])[C:29]([CH2:32][C:33]4[CH:38]=[CH:37][C:36]([C:39]5[CH:44]=[CH:43][CH:42]=[CH:41][C:40]=5[C:45]5[NH:3][C:4](=[O:7])[O:5][N:46]=5)=[CH:35][CH:34]=4)=[C:28]([CH2:47][CH2:48][CH3:49])[N:27]4[N:50]=[CH:51][N:52]=[C:26]34)[CH2:21][CH2:20]2)[CH2:18][CH2:17][O:16][CH2:15][CH2:14]1.